From a dataset of Full USPTO retrosynthesis dataset with 1.9M reactions from patents (1976-2016). Predict the reactants needed to synthesize the given product. Given the product [S:12]1[N:16]=[CH:15][C:14]([O:17][CH2:18][C@@H:19]2[O:23][C:22](=[O:24])[N:21]([C:25]3[CH:30]=[CH:29][C:28]([C:31]4[CH2:36][CH2:35][N:34]([C:7]([C@H:5]5[CH2:4][O:3][C:2]([CH3:10])([CH3:1])[O:6]5)=[O:8])[CH2:33][CH:32]=4)=[C:27]([F:37])[CH:26]=3)[CH2:20]2)=[N:13]1, predict the reactants needed to synthesize it. The reactants are: [CH3:1][C:2]1([CH3:10])[O:6][C@@H:5]([C:7](Cl)=[O:8])[CH2:4][O:3]1.Cl.[S:12]1[N:16]=[CH:15][C:14]([O:17][CH2:18][C@@H:19]2[O:23][C:22](=[O:24])[N:21]([C:25]3[CH:30]=[CH:29][C:28]([C:31]4[CH2:36][CH2:35][NH:34][CH2:33][CH:32]=4)=[C:27]([F:37])[CH:26]=3)[CH2:20]2)=[N:13]1.N1C=CC=CC=1.